This data is from Reaction yield outcomes from USPTO patents with 853,638 reactions. The task is: Predict the reaction yield, written as a fraction of the theoretical maximum amount of product (1.0 means a 100% yield; for example, 0.34 means a 34% yield). (1) The reactants are [CH2:1]([O:3][C:4](=[O:36])[CH2:5][CH2:6][CH2:7][CH2:8][CH2:9][O:10][CH2:11][CH2:12][O:13][CH2:14][CH2:15][O:16][CH2:17][CH2:18][O:19][CH2:20][CH2:21][O:22][CH2:23][CH2:24][O:25][CH2:26][CH2:27][O:28]CC1C=CC=CC=1)[CH3:2]. The catalyst is C(O)C.[Pd]. The product is [CH2:1]([O:3][C:4](=[O:36])[CH2:5][CH2:6][CH2:7][CH2:8][CH2:9][O:10][CH2:11][CH2:12][O:13][CH2:14][CH2:15][O:16][CH2:17][CH2:18][O:19][CH2:20][CH2:21][O:22][CH2:23][CH2:24][O:25][CH2:26][CH2:27][OH:28])[CH3:2]. The yield is 0.790. (2) The yield is 0.550. The product is [CH:25]([N:21]1[C:20]([C:14]2[N:13]=[C:12]3[C:11]4[CH:28]=[N:29][C:8]([NH2:7])=[CH:9][C:10]=4[O:19][CH2:18][CH2:17][N:16]3[CH:15]=2)=[N:24][CH:23]=[N:22]1)([CH3:27])[CH3:26]. The reactants are COC1C=C(C=CC=1OC)C[NH:7][C:8]1[N:29]=[CH:28][C:11]2[C:12]3[N:16]([CH2:17][CH2:18][O:19][C:10]=2[CH:9]=1)[CH:15]=[C:14]([C:20]1[N:21]([CH:25]([CH3:27])[CH3:26])[N:22]=[CH:23][N:24]=1)[N:13]=3.C(O)(C(F)(F)F)=O. No catalyst specified. (3) The reactants are [CH2:1]([S:3][C:4]1[N:12]=[C:11]2[C:7]([N:8]=[CH:9][N:10]2[C@@H:13]2[O:25][C@H:24]([CH2:26][O:27]C(=O)C)[C@@H:19]([O:20]C(=O)C)[C@H:14]2[O:15]C(=O)C)=[C:6](Cl)[N:5]=1)[CH3:2].[CH2:32]([NH2:39])[C:33]1[CH:38]=[CH:37][CH:36]=[CH:35][CH:34]=1. No catalyst specified. The product is [CH2:1]([S:3][C:4]1[N:12]=[C:11]2[C:7]([N:8]=[CH:9][N:10]2[C@@H:13]2[O:25][C@H:24]([CH2:26][OH:27])[C@@H:19]([OH:20])[C@H:14]2[OH:15])=[C:6]([NH:39][CH2:32][C:33]2[CH:38]=[CH:37][CH:36]=[CH:35][CH:34]=2)[N:5]=1)[CH3:2]. The yield is 0.820. (4) The reactants are ClC(Cl)(Cl)CO[C:5](=[O:24])[NH:6][C:7]1[N:11]([C:12]2[CH:13]=[N:14][N:15]([CH2:17][CH2:18][OH:19])[CH:16]=2)[N:10]=[C:9]([C:20]([CH3:23])([CH3:22])[CH3:21])[CH:8]=1.[NH2:27][C@@H:28]1[C:37]2[C:32](=[CH:33][CH:34]=[CH:35][CH:36]=2)[C@H:31]([O:38][C:39]2[CH:40]=[CH:41][C:42]3[N:43]([C:45]([N:48]([CH3:50])[CH3:49])=[N:46][N:47]=3)[CH:44]=2)[CH2:30][CH2:29]1.CCN(C(C)C)C(C)C.O. The catalyst is O1CCOCC1. The product is [C:20]([C:9]1[CH:8]=[C:7]([NH:6][C:5]([NH:27][C@@H:28]2[C:37]3[C:32](=[CH:33][CH:34]=[CH:35][CH:36]=3)[C@H:31]([O:38][C:39]3[CH:40]=[CH:41][C:42]4[N:43]([C:45]([N:48]([CH3:50])[CH3:49])=[N:46][N:47]=4)[CH:44]=3)[CH2:30][CH2:29]2)=[O:24])[N:11]([C:12]2[CH:13]=[N:14][N:15]([CH2:17][CH2:18][OH:19])[CH:16]=2)[N:10]=1)([CH3:21])([CH3:22])[CH3:23]. The yield is 0.850. (5) The reactants are [Br:1][C:2]1[CH:7]=[CH:6][C:5]([C:8](=[N+]=[N-])[C:9]([O:11][CH3:12])=[O:10])=[CH:4][CH:3]=1.[CH:15](/[C:19]1[CH:24]=[CH:23][CH:22]=[CH:21][CH:20]=1)=[CH:16]\[CH:17]=[CH2:18]. The catalyst is C1(C)C=CC=CC=1. The product is [Br:1][C:2]1[CH:7]=[CH:6][C:5]([C:8]2([C:9]([O:11][CH3:12])=[O:10])[CH2:18][CH:17]2/[CH:16]=[CH:15]/[C:19]2[CH:24]=[CH:23][CH:22]=[CH:21][CH:20]=2)=[CH:4][CH:3]=1. The yield is 0.940.